From a dataset of Reaction yield outcomes from USPTO patents with 853,638 reactions. Predict the reaction yield, written as a fraction of the theoretical maximum amount of product (1.0 means a 100% yield; for example, 0.34 means a 34% yield). The product is [C:13]1([C:8]2[NH:9][C:10]3[C:6]([CH:7]=2)=[CH:5][C:4]([NH2:1])=[CH:12][CH:11]=3)[CH:14]=[CH:15][CH:16]=[CH:17][CH:18]=1. The reactants are [N+:1]([C:4]1[CH:5]=[C:6]2[C:10](=[CH:11][CH:12]=1)[NH:9][C:8]([C:13]1[CH:18]=[CH:17][CH:16]=[CH:15][CH:14]=1)=[CH:7]2)([O-])=O. The catalyst is CO.[Ni]. The yield is 0.770.